Dataset: NCI-60 drug combinations with 297,098 pairs across 59 cell lines. Task: Regression. Given two drug SMILES strings and cell line genomic features, predict the synergy score measuring deviation from expected non-interaction effect. (1) Drug 1: C(=O)(N)NO. Drug 2: CCC1(CC2CC(C3=C(CCN(C2)C1)C4=CC=CC=C4N3)(C5=C(C=C6C(=C5)C78CCN9C7C(C=CC9)(C(C(C8N6C)(C(=O)OC)O)OC(=O)C)CC)OC)C(=O)OC)O.OS(=O)(=O)O. Cell line: HCC-2998. Synergy scores: CSS=-3.20, Synergy_ZIP=-6.33, Synergy_Bliss=-5.06, Synergy_Loewe=-8.87, Synergy_HSA=-8.17. (2) Drug 1: COC1=C(C=C2C(=C1)N=CN=C2NC3=CC(=C(C=C3)F)Cl)OCCCN4CCOCC4. Synergy scores: CSS=24.2, Synergy_ZIP=-8.89, Synergy_Bliss=-5.19, Synergy_Loewe=-0.430, Synergy_HSA=0.531. Drug 2: CCC1=C2CN3C(=CC4=C(C3=O)COC(=O)C4(CC)O)C2=NC5=C1C=C(C=C5)O. Cell line: KM12. (3) Synergy scores: CSS=26.3, Synergy_ZIP=-6.57, Synergy_Bliss=-3.06, Synergy_Loewe=-3.41, Synergy_HSA=-0.110. Drug 1: C1=NC2=C(N=C(N=C2N1C3C(C(C(O3)CO)O)O)F)N. Cell line: SW-620. Drug 2: C1CN1C2=NC(=NC(=N2)N3CC3)N4CC4. (4) Drug 1: CC1=C(C(CCC1)(C)C)C=CC(=CC=CC(=CC(=O)O)C)C. Drug 2: CN1C2=C(C=C(C=C2)N(CCCl)CCCl)N=C1CCCC(=O)O.Cl. Cell line: CCRF-CEM. Synergy scores: CSS=6.96, Synergy_ZIP=7.66, Synergy_Bliss=13.5, Synergy_Loewe=-0.802, Synergy_HSA=-1.18. (5) Drug 1: CS(=O)(=O)CCNCC1=CC=C(O1)C2=CC3=C(C=C2)N=CN=C3NC4=CC(=C(C=C4)OCC5=CC(=CC=C5)F)Cl. Drug 2: C1C(C(OC1N2C=NC(=NC2=O)N)CO)O. Cell line: OVCAR-4. Synergy scores: CSS=17.9, Synergy_ZIP=0.0949, Synergy_Bliss=1.83, Synergy_Loewe=-6.82, Synergy_HSA=2.33. (6) Drug 2: CS(=O)(=O)C1=CC(=C(C=C1)C(=O)NC2=CC(=C(C=C2)Cl)C3=CC=CC=N3)Cl. Synergy scores: CSS=6.42, Synergy_ZIP=0.736, Synergy_Bliss=1.16, Synergy_Loewe=-4.81, Synergy_HSA=-4.40. Drug 1: CCCS(=O)(=O)NC1=C(C(=C(C=C1)F)C(=O)C2=CNC3=C2C=C(C=N3)C4=CC=C(C=C4)Cl)F. Cell line: OVCAR-5. (7) Drug 1: C1=CC=C(C=C1)NC(=O)CCCCCCC(=O)NO. Cell line: IGROV1. Drug 2: CCC1(C2=C(COC1=O)C(=O)N3CC4=CC5=C(C=CC(=C5CN(C)C)O)N=C4C3=C2)O.Cl. Synergy scores: CSS=25.4, Synergy_ZIP=-5.57, Synergy_Bliss=2.85, Synergy_Loewe=-22.9, Synergy_HSA=1.48.